Dataset: Forward reaction prediction with 1.9M reactions from USPTO patents (1976-2016). Task: Predict the product of the given reaction. Given the reactants C(#N)C.[C:4](Cl)(=[O:8])[C:5](Cl)=O.C(N(CC)CC)C.[C:17]([NH2:25])(=[O:24])[CH2:18][CH2:19][CH2:20][C:21](N)=O.C([O-])(=[O:28])C.[Na+], predict the reaction product. The product is: [OH:8][C:4]1[CH:5]=[CH:21][CH:20]=[CH:19][C:18]=1[C:17]([NH:25][OH:28])=[O:24].